This data is from NCI-60 drug combinations with 297,098 pairs across 59 cell lines. The task is: Regression. Given two drug SMILES strings and cell line genomic features, predict the synergy score measuring deviation from expected non-interaction effect. (1) Drug 1: C1=CC(=C2C(=C1NCCNCCO)C(=O)C3=C(C=CC(=C3C2=O)O)O)NCCNCCO. Drug 2: CC1C(C(CC(O1)OC2CC(CC3=C2C(=C4C(=C3O)C(=O)C5=C(C4=O)C(=CC=C5)OC)O)(C(=O)C)O)N)O.Cl. Cell line: 786-0. Synergy scores: CSS=65.6, Synergy_ZIP=9.54, Synergy_Bliss=10.6, Synergy_Loewe=8.72, Synergy_HSA=13.2. (2) Drug 1: C1CCC(C1)C(CC#N)N2C=C(C=N2)C3=C4C=CNC4=NC=N3. Drug 2: C1CN1P(=S)(N2CC2)N3CC3. Cell line: NCI-H322M. Synergy scores: CSS=0.676, Synergy_ZIP=2.64, Synergy_Bliss=4.36, Synergy_Loewe=-1.51, Synergy_HSA=-0.943. (3) Drug 2: C1CC(=O)NC(=O)C1N2C(=O)C3=CC=CC=C3C2=O. Drug 1: C1=CC(=CC=C1C#N)C(C2=CC=C(C=C2)C#N)N3C=NC=N3. Cell line: MDA-MB-435. Synergy scores: CSS=1.81, Synergy_ZIP=0.628, Synergy_Bliss=-0.518, Synergy_Loewe=-0.955, Synergy_HSA=-2.58.